This data is from Forward reaction prediction with 1.9M reactions from USPTO patents (1976-2016). The task is: Predict the product of the given reaction. (1) Given the reactants IC.[C:3](=O)([O-])[O-].[K+].[K+].[CH3:9][O:10][C:11]1[CH:50]=[CH:49][C:14]([CH2:15][O:16][C:17]2[N:22]=[C:21]([C:23]3[CH:28]=[CH:27][CH:26]=[CH:25][C:24]=3[NH:29][C:30]3[CH:39]=[CH:38][C:37]([N+:40]([O-:42])=[O:41])=[CH:36][C:31]=3[C:32]([O:34][CH3:35])=[O:33])[CH:20]=[C:19]([N:43]3[CH2:48][CH2:47][O:46][CH2:45][CH2:44]3)[CH:18]=2)=[CH:13][CH:12]=1.C(OCC)(=O)C, predict the reaction product. The product is: [CH3:9][O:10][C:11]1[CH:12]=[CH:13][C:14]([CH2:15][O:16][C:17]2[N:22]=[C:21]([C:23]3[CH:28]=[CH:27][CH:26]=[CH:25][C:24]=3[N:29]([CH3:3])[C:30]3[CH:39]=[CH:38][C:37]([N+:40]([O-:42])=[O:41])=[CH:36][C:31]=3[C:32]([O:34][CH3:35])=[O:33])[CH:20]=[C:19]([N:43]3[CH2:48][CH2:47][O:46][CH2:45][CH2:44]3)[CH:18]=2)=[CH:49][CH:50]=1. (2) The product is: [Br:9][C:10]1[C:19]2[C:14](=[CH:15][CH:16]=[CH:17][CH:18]=2)[C:13]([C:20]2[CH2:31][C:30]([C:28]3[CH:27]=[C:26]([Cl:36])[CH:25]=[C:24]([Cl:23])[CH:29]=3)([C:32]([F:33])([F:35])[F:34])[O:22][N:21]=2)=[CH:12][CH:11]=1. Given the reactants ClN1C(=O)CCC1=O.[Br:9][C:10]1[C:19]2[C:14](=[CH:15][CH:16]=[CH:17][CH:18]=2)[C:13]([CH:20]=[N:21][OH:22])=[CH:12][CH:11]=1.[Cl:23][C:24]1[CH:29]=[C:28]([C:30]([C:32]([F:35])([F:34])[F:33])=[CH2:31])[CH:27]=[C:26]([Cl:36])[CH:25]=1.BrC(C(F)(F)F)=C.FF.C(N(CC)CC)C, predict the reaction product. (3) Given the reactants [OH:1][C:2]1[CH:7]=[CH:6][C:5]([C:8](=[O:20])[CH2:9][C:10]2[CH:19]=[CH:18][C:13]([C:14]([O:16]C)=[O:15])=[CH:12][CH:11]=2)=[CH:4][CH:3]=1.Cl, predict the reaction product. The product is: [OH:1][C:2]1[CH:3]=[CH:4][C:5]([C:8](=[O:20])[CH2:9][C:10]2[CH:11]=[CH:12][C:13]([C:14]([OH:16])=[O:15])=[CH:18][CH:19]=2)=[CH:6][CH:7]=1. (4) Given the reactants Br[C:2]1[CH:11]=[CH:10][C:5]([C:6]([O:8][CH3:9])=[O:7])=[C:4]([O:12][CH3:13])[CH:3]=1.[CH2:14]([O:21][CH2:22][C@@H:23]1[CH2:27][CH2:26][S:25](=[O:29])(=[O:28])[NH:24]1)[C:15]1[CH:20]=[CH:19][CH:18]=[CH:17][CH:16]=1.C(=O)([O-])[O-].[K+].[K+].[I-].[K+].CNCCNC, predict the reaction product. The product is: [CH2:14]([O:21][CH2:22][C@@H:23]1[CH2:27][CH2:26][S:25](=[O:29])(=[O:28])[N:24]1[C:2]1[CH:11]=[CH:10][C:5]([C:6]([O:8][CH3:9])=[O:7])=[C:4]([O:12][CH3:13])[CH:3]=1)[C:15]1[CH:16]=[CH:17][CH:18]=[CH:19][CH:20]=1. (5) Given the reactants [C:1]([O:5][C:6]([N:8]1[C@H:12]([C@@H:13]([OH:28])[CH2:14][C@H:15]([CH2:19][O:20]CC2C=CC=CC=2)[CH:16]([CH3:18])[CH3:17])[CH2:11][C@@H:10]([CH:29]([CH3:31])[CH3:30])[C@@H:9]1[C:32]1[CH:37]=[CH:36][C:35]([O:38][CH3:39])=[C:34]([O:40][CH2:41][CH2:42][CH2:43][O:44][CH3:45])[CH:33]=1)=[O:7])([CH3:4])([CH3:3])[CH3:2].[Na].[Cl-].[NH4+].C1(C)C=CC=CC=1, predict the reaction product. The product is: [C:1]([O:5][C:6](=[O:7])[NH:8][C@@H:12]([CH2:11][C@H:10]([CH2:9][C:32]1[CH:37]=[CH:36][C:35]([O:38][CH3:39])=[C:34]([O:40][CH2:41][CH2:42][CH2:43][O:44][CH3:45])[CH:33]=1)[CH:29]([CH3:31])[CH3:30])[C@@H:13]([OH:28])[CH2:14][C@H:15]([CH2:19][OH:20])[CH:16]([CH3:17])[CH3:18])([CH3:4])([CH3:2])[CH3:3]. (6) The product is: [Br:20][C:21]1[CH:22]=[C:23]2[C:27](=[CH:28][C:29]=1[F:30])[N:26]([CH:6]1[CH2:11][CH2:10][N:9]([C:12]3[N:17]=[CH:16][C:15]([CH2:18][CH3:19])=[CH:14][N:13]=3)[CH2:8][CH2:7]1)[CH:25]=[CH:24]2. Given the reactants CS(O[CH:6]1[CH2:11][CH2:10][N:9]([C:12]2[N:17]=[CH:16][C:15]([CH2:18][CH3:19])=[CH:14][N:13]=2)[CH2:8][CH2:7]1)(=O)=O.[Br:20][C:21]1[CH:22]=[C:23]2[C:27](=[CH:28][C:29]=1[F:30])[NH:26][CH:25]=[CH:24]2, predict the reaction product. (7) Given the reactants Br[C:2]1[C:15]2=[N:16][O:17][C:13]3=[C:14]2[C:5]([C:6](=[O:18])[C:7]2[C:12]3=[CH:11][CH:10]=[CH:9][CH:8]=2)=[C:4]([NH:19][C:20]2[CH:28]=[CH:27][C:23]([C:24]([OH:26])=[O:25])=[CH:22][CH:21]=2)[CH:3]=1.[CH:29]1([N:35]2[CH2:40][CH2:39][NH:38][CH2:37][CH2:36]2)[CH2:34][CH2:33][CH2:32][CH2:31][CH2:30]1.CC(OC)(C)C.CO, predict the reaction product. The product is: [CH:29]1([N:35]2[CH2:40][CH2:39][N:38]([C:2]3[C:15]4=[N:16][O:17][C:13]5=[C:14]4[C:5]([C:6](=[O:18])[C:7]4[C:12]5=[CH:11][CH:10]=[CH:9][CH:8]=4)=[C:4]([NH:19][C:20]4[CH:28]=[CH:27][C:23]([C:24]([OH:26])=[O:25])=[CH:22][CH:21]=4)[CH:3]=3)[CH2:37][CH2:36]2)[CH2:34][CH2:33][CH2:32][CH2:31][CH2:30]1.